This data is from Catalyst prediction with 721,799 reactions and 888 catalyst types from USPTO. The task is: Predict which catalyst facilitates the given reaction. (1) The catalyst class is: 3. Reactant: Cl.[Cl:2][C:3]1[CH:16]=[CH:15][C:14]2[S:13][C:12]3[C:7](=[CH:8][CH:9]=[CH:10][CH:11]=3)[N:6]([CH2:17][CH2:18][CH2:19][NH2:20])[C:5]=2[CH:4]=1.C(N(CC)CC)C.[C:28]1([CH3:38])[CH:33]=[CH:32][C:31]([S:34](Cl)(=[O:36])=[O:35])=[CH:30][CH:29]=1.[Na+].[Cl-]. Product: [Cl:2][C:3]1[CH:16]=[CH:15][C:14]2[S:13][C:12]3[C:7](=[CH:8][CH:9]=[CH:10][CH:11]=3)[N:6]([CH2:17][CH2:18][CH2:19][NH:20][S:34]([C:31]3[CH:32]=[CH:33][C:28]([CH3:38])=[CH:29][CH:30]=3)(=[O:36])=[O:35])[C:5]=2[CH:4]=1. (2) Reactant: [Cl:1][C:2]1[CH:25]=[CH:24][C:5]([CH2:6][NH:7][C:8]([C:10]2[C:11](=[O:23])[C:12]3[S:19][C:18]([CH2:20]Cl)=[C:17]([CH3:22])[C:13]=3[N:14]([CH3:16])[CH:15]=2)=[O:9])=[CH:4][CH:3]=1.[OH:26][CH:27]([C:31]1[CH:36]=[CH:35][C:34]([S:37]([NH2:40])(=[O:39])=[O:38])=[CH:33][CH:32]=1)[CH2:28][NH:29][CH3:30].C(N(C(C)C)CC)(C)C. Product: [NH2:40][S:37]([C:34]1[CH:33]=[CH:32][C:31]([CH:27]([OH:26])[CH2:28][N:29]([CH2:20][C:18]2[S:19][C:12]3[C:11](=[O:23])[C:10]([C:8]([NH:7][CH2:6][C:5]4[CH:4]=[CH:3][C:2]([Cl:1])=[CH:25][CH:24]=4)=[O:9])=[CH:15][N:14]([CH3:16])[C:13]=3[C:17]=2[CH3:22])[CH3:30])=[CH:36][CH:35]=1)(=[O:38])=[O:39]. The catalyst class is: 18.